Predict which catalyst facilitates the given reaction. From a dataset of Catalyst prediction with 721,799 reactions and 888 catalyst types from USPTO. (1) Product: [O:2]1[CH:6]=[CH:5][N:4]=[C:3]1[C:7](=[O:17])[CH2:8][CH2:9][CH2:10][CH:11]1[CH2:16][CH2:15][N:14]([S:31]([C:28]2[CH:29]=[CH:30][C:25]([CH3:35])=[CH:26][CH:27]=2)(=[O:33])=[O:32])[CH2:13][CH2:12]1. The catalyst class is: 2. Reactant: Cl.[O:2]1[CH:6]=[CH:5][N:4]=[C:3]1[C:7](=[O:17])[CH2:8][CH2:9][CH2:10][CH:11]1[CH2:16][CH2:15][NH:14][CH2:13][CH2:12]1.CCN(CC)CC.[C:25]1([CH3:35])[CH:30]=[CH:29][C:28]([S:31](Cl)(=[O:33])=[O:32])=[CH:27][CH:26]=1. (2) Reactant: [OH:1][CH:2]1[CH2:7][CH2:6][C:5]([C:13]([O:15][CH2:16][CH3:17])=[O:14])([C:8]([O:10][CH2:11][CH3:12])=[O:9])[CH2:4][CH2:3]1.C(N(C(C)C)CC)(C)C.[CH3:27][O:28][CH2:29]Cl. Product: [CH3:27][O:28][CH2:29][O:1][CH:2]1[CH2:3][CH2:4][C:5]([C:8]([O:10][CH2:11][CH3:12])=[O:9])([C:13]([O:15][CH2:16][CH3:17])=[O:14])[CH2:6][CH2:7]1. The catalyst class is: 4. (3) Reactant: [Cl:1][C:2]1[N:7]=[C:6]([NH:8][CH:9]2[CH2:14][CH2:13][CH2:12][CH:11]([NH:15][S:16]([CH:19]3[CH2:21][CH2:20]3)(=[O:18])=[O:17])[CH2:10]2)[CH:5]=[C:4]([C:22]2[C:30]3[C:25](=[N:26][CH:27]=[C:28]([O:31][CH3:32])[CH:29]=3)[N:24](S(C3C=CC=CC=3)(=O)=O)[CH:23]=2)[CH:3]=1.[OH-].[Na+]. Product: [Cl:1][C:2]1[N:7]=[C:6]([NH:8][CH:9]2[CH2:14][CH2:13][CH2:12][CH:11]([NH:15][S:16]([CH:19]3[CH2:20][CH2:21]3)(=[O:18])=[O:17])[CH2:10]2)[CH:5]=[C:4]([C:22]2[C:30]3[C:25](=[N:26][CH:27]=[C:28]([O:31][CH3:32])[CH:29]=3)[NH:24][CH:23]=2)[CH:3]=1. The catalyst class is: 12.